This data is from Full USPTO retrosynthesis dataset with 1.9M reactions from patents (1976-2016). The task is: Predict the reactants needed to synthesize the given product. (1) Given the product [F:1][C:2]1[CH:10]=[CH:9][C:5]([C:6]([N:20]2[CH2:21][CH2:22][CH2:23][C@H:24]([C:25]([O:27][CH2:28][CH3:29])=[O:26])[C@@H:19]2[CH3:18])=[O:7])=[CH:4][CH:3]=1, predict the reactants needed to synthesize it. The reactants are: [F:1][C:2]1[CH:10]=[CH:9][C:5]([C:6](Cl)=[O:7])=[CH:4][CH:3]=1.C(N(CC)CC)C.[CH3:18][C@H:19]1[C@@H:24]([C:25]([O:27][CH2:28][CH3:29])=[O:26])[CH2:23][CH2:22][CH2:21][NH:20]1. (2) Given the product [Cl:1][C:2]1[C:7]([N:8]([CH3:9])[CH3:10])=[CH:6][C:5]([C:21]2[CH:22]=[C:23]3[C:28](=[CH:29][CH:30]=2)[N:27]=[CH:26][CH:25]=[C:24]3[Cl:31])=[CH:4][N:3]=1, predict the reactants needed to synthesize it. The reactants are: [Cl:1][C:2]1[C:7]([N:8]([CH3:10])[CH3:9])=[CH:6][C:5](B2OC(C)(C)C(C)(C)O2)=[CH:4][N:3]=1.Br[C:21]1[CH:22]=[C:23]2[C:28](=[CH:29][CH:30]=1)[N:27]=[CH:26][CH:25]=[C:24]2[Cl:31].C(=O)([O-])[O-].[K+].[K+]. (3) Given the product [Br:1][C:2]1[CH:10]=[CH:9][C:5]([C:6]([Cl:16])=[O:7])=[CH:4][C:3]=1[N+:11]([O-:13])=[O:12], predict the reactants needed to synthesize it. The reactants are: [Br:1][C:2]1[CH:10]=[CH:9][C:5]([C:6](O)=[O:7])=[CH:4][C:3]=1[N+:11]([O-:13])=[O:12].S(Cl)([Cl:16])=O. (4) The reactants are: [Br:1][C:2]1[S:3][CH:4]=[CH:5][CH:6]=1.[CH2:7]([NH:9][CH2:10][CH2:11][OH:12])C.[O-]P([O-])([O-])=O.[K+].[K+].[K+]. Given the product [CH3:7][N:9]([CH3:2])[CH2:10][CH2:11][OH:12].[Br:1][C:2]1[S:3][CH:4]=[CH:5][CH:6]=1, predict the reactants needed to synthesize it. (5) Given the product [N:31]1[N:30]([C:34]2[CH:60]=[CH:59][CH:58]=[CH:57][C:35]=2[C:36]([N:38]2[C@H:43]([CH3:44])[CH2:42][CH2:41][C@@H:40]([C:45]3[O:56][C:54]([CH3:55])=[C:48]([C:49]([O:51][CH2:52][CH3:53])=[O:50])[N:47]=3)[CH2:39]2)=[O:37])[N:29]=[CH:33][CH:32]=1, predict the reactants needed to synthesize it. The reactants are: II.C1C=CC(P(C2C=CC=CC=2)C2C=CC=CC=2)=CC=1.C(N(CC)CC)C.[N:29]1[N:30]([C:34]2[CH:60]=[CH:59][CH:58]=[CH:57][C:35]=2[C:36]([N:38]2[C@H:43]([CH3:44])[CH2:42][CH2:41][C@@H:40]([C:45]([NH:47][CH:48]([C:54](=[O:56])[CH3:55])[C:49]([O:51][CH2:52][CH3:53])=[O:50])=O)[CH2:39]2)=[O:37])[N:31]=[CH:32][CH:33]=1.